Predict the product of the given reaction. From a dataset of Forward reaction prediction with 1.9M reactions from USPTO patents (1976-2016). (1) Given the reactants C(O)(=O)C.Cl.[C:6]([O:10][C:11]([NH:13][CH2:14][C:15]1[CH:25]=[CH:24][C:18]2[N:19]=[C:20]([CH2:22][OH:23])[S:21][C:17]=2[CH:16]=1)=[O:12])([CH3:9])([CH3:8])[CH3:7].[OH-].[Na+], predict the reaction product. The product is: [C:6]([O:10][C:11]([NH:13][CH2:14][C:15]1[CH:25]=[CH:24][C:18]2[N:19]=[C:20]([CH:22]=[O:23])[S:21][C:17]=2[CH:16]=1)=[O:12])([CH3:9])([CH3:7])[CH3:8]. (2) Given the reactants Br[C:2]1[CH:3]=[C:4]([NH:8][C:9]2[N:14]=[CH:13][N:12]=[C:11]([NH:15][C:16]3[CH:17]=[C:18]([S:22]([NH:25][CH3:26])(=[O:24])=[O:23])[CH:19]=[CH:20][CH:21]=3)[CH:10]=2)[CH:5]=[CH:6][CH:7]=1.[CH3:27][N:28]([CH3:44])[C:29]1[CH:34]=[CH:33][C:32](B2OC(C)(C)C(C)(C)O2)=[CH:31][N:30]=1.[O-]P([O-])([O-])=O.[K+].[K+].[K+].O, predict the reaction product. The product is: [CH3:27][N:28]([CH3:44])[C:29]1[N:30]=[CH:31][C:32]([C:2]2[CH:3]=[C:4]([NH:8][C:9]3[N:14]=[CH:13][N:12]=[C:11]([NH:15][C:16]4[CH:17]=[C:18]([S:22]([NH:25][CH3:26])(=[O:24])=[O:23])[CH:19]=[CH:20][CH:21]=4)[CH:10]=3)[CH:5]=[CH:6][CH:7]=2)=[CH:33][CH:34]=1. (3) Given the reactants [NH2:1][C:2]1[N:7]=[C:6]([F:8])[C:5]([C:9]([O:11][CH3:12])=[O:10])=[CH:4][CH:3]=1.C(N(CC)[CH:17]([CH3:19])[CH3:18])(C)C.Cl[C:23]([O:25][CH2:26][CH:27]=[CH2:28])=[O:24].[C:29](=O)([O-:31])[OH:30].[Na+], predict the reaction product. The product is: [CH2:26]([O:25][C:23]([N:1]([C:29]([O:31][CH2:19][CH:17]=[CH2:18])=[O:30])[C:2]1[N:7]=[C:6]([F:8])[C:5]([C:9]([O:11][CH3:12])=[O:10])=[CH:4][CH:3]=1)=[O:24])[CH:27]=[CH2:28]. (4) Given the reactants [Cl:1][C:2]1[C:3]([CH3:12])=[CH:4][C:5]([N+:9]([O-:11])=[O:10])=[C:6]([CH:8]=1)[NH2:7].[CH3:13][C:14]([O:17][C:18](O[C:18]([O:17][C:14]([CH3:16])([CH3:15])[CH3:13])=[O:19])=[O:19])([CH3:16])[CH3:15].C(O)(C(F)(F)F)=O.C1(C)C=CC=CC=1.C(OC(=O)C)C, predict the reaction product. The product is: [C:14]([O:17][C:18](=[O:19])[NH:7][C:6]1[CH:8]=[C:2]([Cl:1])[C:3]([CH3:12])=[CH:4][C:5]=1[N+:9]([O-:11])=[O:10])([CH3:16])([CH3:15])[CH3:13]. (5) Given the reactants [C:1]([N:4]1[C:13]2[C:8](=[CH:9][C:10]([C:14]3[CH:19]=[CH:18][C:17]([CH2:20][N:21]4[CH2:27][CH2:26][CH2:25][N:24](C(OC(C)(C)C)=O)[CH2:23][CH2:22]4)=[CH:16][CH:15]=3)=[CH:11][CH:12]=2)[C@H:7]([NH:35][C:36]([O:38][CH:39]([CH3:41])[CH3:40])=[O:37])[CH2:6][C@@H:5]1[CH3:42])(=[O:3])[CH3:2].[ClH:43], predict the reaction product. The product is: [ClH:43].[ClH:43].[C:1]([N:4]1[C:13]2[C:8](=[CH:9][C:10]([C:14]3[CH:19]=[CH:18][C:17]([CH2:20][N:21]4[CH2:27][CH2:26][CH2:25][NH:24][CH2:23][CH2:22]4)=[CH:16][CH:15]=3)=[CH:11][CH:12]=2)[C@H:7]([NH:35][C:36](=[O:37])[O:38][CH:39]([CH3:40])[CH3:41])[CH2:6][C@@H:5]1[CH3:42])(=[O:3])[CH3:2]. (6) Given the reactants [OH:1][CH2:2][C:3]1[CH:8]=[CH:7][C:6]([CH:9]2[CH2:14][N:13]([C:15]([O:17][C:18]([CH3:21])([CH3:20])[CH3:19])=[O:16])[CH2:12][CH2:11][N:10]2[C:22]([O:24][C:25]([CH3:28])([CH3:27])[CH3:26])=[O:23])=[CH:5][CH:4]=1, predict the reaction product. The product is: [CH:2]([C:3]1[CH:4]=[CH:5][C:6]([CH:9]2[CH2:14][N:13]([C:15]([O:17][C:18]([CH3:20])([CH3:21])[CH3:19])=[O:16])[CH2:12][CH2:11][N:10]2[C:22]([O:24][C:25]([CH3:28])([CH3:27])[CH3:26])=[O:23])=[CH:7][CH:8]=1)=[O:1].